This data is from Catalyst prediction with 721,799 reactions and 888 catalyst types from USPTO. The task is: Predict which catalyst facilitates the given reaction. (1) Reactant: [C:1]1([NH:7][C:8](=O)[CH:9]=[CH:10][O:11][C:12]2[CH:17]=[CH:16][CH:15]=[CH:14][CH:13]=2)[CH:6]=[CH:5][CH:4]=[CH:3][CH:2]=1.[C:19]1(C)[CH:24]=[CH:23][CH:22]=[CH:21][CH:20]=1.[S:26](Cl)(Cl)=O. Product: [C:1]1([N:7]=[C:8]([S:26][C:19]2[CH:24]=[CH:23][CH:22]=[CH:21][CH:20]=2)[CH:9]=[CH:10][O:11][C:12]2[CH:17]=[CH:16][CH:15]=[CH:14][CH:13]=2)[CH:6]=[CH:5][CH:4]=[CH:3][CH:2]=1. The catalyst class is: 338. (2) Reactant: [CH3:1][C@H:2]1[CH2:7][CH2:6][CH2:5][CH2:4][N:3]1[C:8]1[CH:15]=[CH:14][C:11]([C:12]#N)=[CH:10][C:9]=1[C:16]([F:19])([F:18])[F:17].[OH-:20].[Na+].Cl.C[OH:24]. Product: [CH3:1][C@H:2]1[CH2:7][CH2:6][CH2:5][CH2:4][N:3]1[C:8]1[CH:15]=[CH:14][C:11]([C:12]([OH:24])=[O:20])=[CH:10][C:9]=1[C:16]([F:19])([F:18])[F:17]. The catalyst class is: 6. (3) Reactant: [F:1][C:2]1[CH:7]=[CH:6][C:5]([CH2:8][S:9](Cl)(=[O:11])=[O:10])=[CH:4][CH:3]=1.[CH2:13]([O:20][C:21](=[O:43])[C:22]([O:26][C:27]1[CH:32]=[CH:31][CH:30]=[C:29]([CH2:33][CH2:34][NH:35][CH2:36][CH2:37][CH2:38][CH2:39][CH2:40][CH2:41][CH3:42])[CH:28]=1)([CH3:25])[CH2:23][CH3:24])[C:14]1[CH:19]=[CH:18][CH:17]=[CH:16][CH:15]=1.C(N(CC)CC)C.C(Cl)Cl. Product: [CH2:13]([O:20][C:21](=[O:43])[C:22]([O:26][C:27]1[CH:32]=[CH:31][CH:30]=[C:29]([CH2:33][CH2:34][N:35]([S:9]([CH2:8][C:5]2[CH:6]=[CH:7][C:2]([F:1])=[CH:3][CH:4]=2)(=[O:11])=[O:10])[CH2:36][CH2:37][CH2:38][CH2:39][CH2:40][CH2:41][CH3:42])[CH:28]=1)([CH3:25])[CH2:23][CH3:24])[C:14]1[CH:19]=[CH:18][CH:17]=[CH:16][CH:15]=1. The catalyst class is: 13. (4) Reactant: CC1[N:3]([C@H:8]2[CH2:12][C@@:11]([C:23]3([OH:27])[CH2:26][CH2:25][CH2:24]3)([C:13]([O:15][CH2:16][C:17]3[CH:22]=[CH:21][CH:20]=[CH:19][CH:18]=3)=[O:14])[CH:10]=[CH:9]2)C(C)=CC=1.Cl.NO.NO.O. The catalyst class is: 5. Product: [NH2:3][C@H:8]1[CH2:12][C@@:11]([C:23]2([OH:27])[CH2:24][CH2:25][CH2:26]2)([C:13]([O:15][CH2:16][C:17]2[CH:18]=[CH:19][CH:20]=[CH:21][CH:22]=2)=[O:14])[CH:10]=[CH:9]1. (5) Reactant: [CH2:1]([O:3][C:4](=[O:13])[C:5]1[CH:10]=[CH:9][C:8]([OH:11])=[C:7](I)[CH:6]=1)[CH3:2].[C:14]([Cu])#[N:15]. Product: [CH2:1]([O:3][C:4](=[O:13])[C:5]1[CH:10]=[CH:9][C:8]([OH:11])=[C:7]([C:14]#[N:15])[CH:6]=1)[CH3:2]. The catalyst class is: 16.